Dataset: NCI-60 drug combinations with 297,098 pairs across 59 cell lines. Task: Regression. Given two drug SMILES strings and cell line genomic features, predict the synergy score measuring deviation from expected non-interaction effect. (1) Drug 1: CC1=C2C(C(=O)C3(C(CC4C(C3C(C(C2(C)C)(CC1OC(=O)C(C(C5=CC=CC=C5)NC(=O)OC(C)(C)C)O)O)OC(=O)C6=CC=CC=C6)(CO4)OC(=O)C)OC)C)OC. Drug 2: CC1C(C(=O)NC(C(=O)N2CCCC2C(=O)N(CC(=O)N(C(C(=O)O1)C(C)C)C)C)C(C)C)NC(=O)C3=C4C(=C(C=C3)C)OC5=C(C(=O)C(=C(C5=N4)C(=O)NC6C(OC(=O)C(N(C(=O)CN(C(=O)C7CCCN7C(=O)C(NC6=O)C(C)C)C)C)C(C)C)C)N)C. Cell line: HT29. Synergy scores: CSS=35.9, Synergy_ZIP=-1.12, Synergy_Bliss=-3.65, Synergy_Loewe=-15.8, Synergy_HSA=-3.66. (2) Cell line: UACC62. Drug 1: CC1=C(C=C(C=C1)NC2=NC=CC(=N2)N(C)C3=CC4=NN(C(=C4C=C3)C)C)S(=O)(=O)N.Cl. Synergy scores: CSS=9.75, Synergy_ZIP=-2.87, Synergy_Bliss=0.204, Synergy_Loewe=-6.77, Synergy_HSA=0.433. Drug 2: C1=CC(=CC=C1CCC2=CNC3=C2C(=O)NC(=N3)N)C(=O)NC(CCC(=O)O)C(=O)O. (3) Drug 1: C1CCC(CC1)NC(=O)N(CCCl)N=O. Drug 2: CN(CC1=CN=C2C(=N1)C(=NC(=N2)N)N)C3=CC=C(C=C3)C(=O)NC(CCC(=O)O)C(=O)O. Cell line: KM12. Synergy scores: CSS=20.7, Synergy_ZIP=-10.2, Synergy_Bliss=-16.8, Synergy_Loewe=0.808, Synergy_HSA=-5.19.